This data is from TCR-epitope binding with 47,182 pairs between 192 epitopes and 23,139 TCRs. The task is: Binary Classification. Given a T-cell receptor sequence (or CDR3 region) and an epitope sequence, predict whether binding occurs between them. (1) Result: 0 (the TCR does not bind to the epitope). The TCR CDR3 sequence is CASSLDGAEQFF. The epitope is NEGVKAAW. (2) The epitope is KLGGALQAK. The TCR CDR3 sequence is CASSQVPLSTRGCEKLFF. Result: 1 (the TCR binds to the epitope). (3) The epitope is SLYNTVATL. The TCR CDR3 sequence is CASSYVTPDYGYTF. Result: 1 (the TCR binds to the epitope). (4) The TCR CDR3 sequence is CASRAQRGAFF. The epitope is ITEEVGHTDLMAAY. Result: 0 (the TCR does not bind to the epitope). (5) The epitope is KLNVGDYFV. The TCR CDR3 sequence is CASSSRAGTGSYNEQFF. Result: 0 (the TCR does not bind to the epitope). (6) The epitope is RAKFKQLL. The TCR CDR3 sequence is CASSPRTGNTGELFF. Result: 1 (the TCR binds to the epitope).